From a dataset of Forward reaction prediction with 1.9M reactions from USPTO patents (1976-2016). Predict the product of the given reaction. (1) The product is: [Cl:36][C:34]1[CH:33]=[CH:32][C:11]([O:12][CH2:13][C:14]([N:16]2[CH2:21][CH:20]([CH3:22])[N:19]([CH2:23][C:24]3[CH:29]=[CH:28][C:27]([F:30])=[CH:26][CH:25]=3)[CH2:18][CH:17]2[CH3:31])=[O:15])=[C:10]([CH:35]=1)[CH2:9][NH:8][C:59](=[O:5])[CH2:58][N:60]([CH2:63][CH3:64])[CH2:61][CH3:62]. Given the reactants CN(C)CC(O)=[O:5].[NH2:8][CH2:9][C:10]1[CH:35]=[C:34]([Cl:36])[CH:33]=[CH:32][C:11]=1[O:12][CH2:13][C:14]([N:16]1[CH2:21][C@H:20]([CH3:22])[N:19]([CH2:23][C:24]2[CH:29]=[CH:28][C:27]([F:30])=[CH:26][CH:25]=2)[CH2:18][C@H:17]1[CH3:31])=[O:15].CN(C)CCCN=C=NCC.ON1C2C=CC=CC=2N=N1.[CH2:58]([N:60]([CH2:63][CH3:64])[CH2:61][CH3:62])[CH3:59], predict the reaction product. (2) Given the reactants Br[C:2]1[CH:3]=[C:4]([CH:7]=[CH:8][C:9]=1[F:10])[CH:5]=[O:6].[CH3:11][O:12][C:13]1[C:18](B(O)O)=[CH:17][CH:16]=[CH:15][N:14]=1.C(=O)([O-])O.[Na+], predict the reaction product. The product is: [F:10][C:9]1[CH:8]=[CH:7][C:4]([CH:5]=[O:6])=[CH:3][C:2]=1[C:18]1[C:13]([O:12][CH3:11])=[N:14][CH:15]=[CH:16][CH:17]=1.